From a dataset of Reaction yield outcomes from USPTO patents with 853,638 reactions. Predict the reaction yield, written as a fraction of the theoretical maximum amount of product (1.0 means a 100% yield; for example, 0.34 means a 34% yield). (1) The reactants are [CH3:1][O:2][C:3]1[CH:8]=[CH:7][CH:6]=[CH:5][C:4]=1[Mg]Br.[I:11][C:12]1[CH:13]=[C:14]2[C:18](=[CH:19][CH:20]=1)[NH:17][C:16](=[O:21])[C:15]2=[O:22]. The catalyst is C1COCC1. The product is [OH:22][C:15]1([C:4]2[CH:5]=[CH:6][CH:7]=[CH:8][C:3]=2[O:2][CH3:1])[C:14]2[C:18](=[CH:19][CH:20]=[C:12]([I:11])[CH:13]=2)[NH:17][C:16]1=[O:21]. The yield is 0.670. (2) The reactants are [CH3:1][C:2]1[C:6]2[CH:7]=[N:8][CH:9]=[CH:10][C:5]=2[NH:4][CH:3]=1.CC([O-])(C)C.[K+].O(C(OC(C)(C)C)=O)C(OC(C)(C)C)=O.C[N:33](C=O)C. No catalyst specified. The product is [CH3:1][C:2]1[C:6]2[CH:7]=[N:8][CH:9]=[CH:10][C:5]=2[N:4]([NH2:33])[CH:3]=1. The yield is 0.350. (3) The reactants are Br[C:2]1[CH2:6][CH2:5][C:4](=[O:7])[C:3]=1[CH3:8].[N:9]1[CH:14]=[CH:13][CH:12]=[C:11](B(O)O)[CH:10]=1. No catalyst specified. The product is [CH3:8][C:3]1[C:4](=[O:7])[CH2:5][CH2:6][C:2]=1[C:11]1[CH:10]=[N:9][CH:14]=[CH:13][CH:12]=1. The yield is 0.310. (4) The reactants are [N+:1]([C:4]1[CH:16]=[C:7]2[CH2:8][N:9]([CH:12]3[CH2:15][O:14][CH2:13]3)[CH2:10][CH2:11][N:6]2[N:5]=1)([O-])=O. The catalyst is [Pd].CO. The product is [O:14]1[CH2:15][CH:12]([N:9]2[CH2:10][CH2:11][N:6]3[N:5]=[C:4]([NH2:1])[CH:16]=[C:7]3[CH2:8]2)[CH2:13]1. The yield is 0.810.